Task: Predict the product of the given reaction.. Dataset: Forward reaction prediction with 1.9M reactions from USPTO patents (1976-2016) Given the reactants [Cl:1][C:2]1[CH:29]=[C:28]([Cl:30])[CH:27]=[CH:26][C:3]=1[C:4]([N:6]([C:15]1[CH:20]=[CH:19][C:18]([O:21][C:22]([F:25])([F:24])[F:23])=[CH:17][CH:16]=1)[C:7]1[S:8][CH:9]=[C:10]([C:12]([OH:14])=O)[N:11]=1)=[O:5].[NH:31]1[CH2:35][CH2:34][CH2:33][CH2:32]1.C(N1C=CN=C1)(N1C=CN=C1)=O.Cl, predict the reaction product. The product is: [Cl:1][C:2]1[CH:29]=[C:28]([Cl:30])[CH:27]=[CH:26][C:3]=1[C:4]([N:6]([C:7]1[S:8][CH:9]=[C:10]([C:12]([N:31]2[CH2:35][CH2:34][CH2:33][CH2:32]2)=[O:14])[N:11]=1)[C:15]1[CH:20]=[CH:19][C:18]([O:21][C:22]([F:24])([F:25])[F:23])=[CH:17][CH:16]=1)=[O:5].